Dataset: Reaction yield outcomes from USPTO patents with 853,638 reactions. Task: Predict the reaction yield, written as a fraction of the theoretical maximum amount of product (1.0 means a 100% yield; for example, 0.34 means a 34% yield). (1) The yield is 0.460. The reactants are [Cl:1][C:2]1[CH:8]=[CH:7][C:6]([O:9][C:10]2[C:19]3[C:14](=[CH:15][C:16]([O:22][CH3:23])=[C:17]([O:20][CH3:21])[CH:18]=3)[N:13]=[CH:12][N:11]=2)=[CH:5][C:3]=1[NH2:4].[C:24]([C:28]1[CH:32]=[C:31]([NH:33][C:34](=O)[O:35]C2C=CC=CC=2)[N:30]([C:43]2[CH:48]=[CH:47][C:46]([CH3:49])=[CH:45][CH:44]=2)[N:29]=1)([CH3:27])([CH3:26])[CH3:25]. No catalyst specified. The product is [C:24]([C:28]1[CH:32]=[C:31]([NH:33][C:34]([NH:4][C:3]2[CH:5]=[C:6]([O:9][C:10]3[C:19]4[C:14](=[CH:15][C:16]([O:22][CH3:23])=[C:17]([O:20][CH3:21])[CH:18]=4)[N:13]=[CH:12][N:11]=3)[CH:7]=[CH:8][C:2]=2[Cl:1])=[O:35])[N:30]([C:43]2[CH:48]=[CH:47][C:46]([CH3:49])=[CH:45][CH:44]=2)[N:29]=1)([CH3:27])([CH3:26])[CH3:25]. (2) The catalyst is O1CCCC1. The product is [NH2:14][C:11]1[N:12]=[CH:13][C:8]([C:6]2[N:7]=[C:2]([Cl:1])[N:3]=[C:4]([N:25]3[CH2:26][C@@H:21]4[CH2:27][C@H:24]3[CH2:23][N:22]4[C:28]([O:30][C:31]([CH3:34])([CH3:33])[CH3:32])=[O:29])[CH:5]=2)=[CH:9][C:10]=1[C:15]([F:18])([F:17])[F:16]. The yield is 0.481. The reactants are [Cl:1][C:2]1[N:7]=[C:6]([C:8]2[CH:9]=[C:10]([C:15]([F:18])([F:17])[F:16])[C:11]([NH2:14])=[N:12][CH:13]=2)[CH:5]=[C:4](Cl)[N:3]=1.Cl.[C@H:21]12[CH2:27][C@H:24]([NH:25][CH2:26]1)[CH2:23][N:22]2[C:28]([O:30][C:31]([CH3:34])([CH3:33])[CH3:32])=[O:29].C(N(C(C)C)C(C)C)C.O.